Dataset: Full USPTO retrosynthesis dataset with 1.9M reactions from patents (1976-2016). Task: Predict the reactants needed to synthesize the given product. (1) Given the product [NH2:27][C:24]1[CH:25]=[CH:26][C:21]([N:18]2[CH:19]=[CH:20][C:16]([C:14]([N:13]3[CH2:12][CH2:11][N:10]([C:31]([O:33][C:34]([CH3:35])([CH3:37])[CH3:36])=[O:32])[CH2:9][CH:8]3[CH2:1][C:2]3[CH:3]=[CH:4][CH:5]=[CH:6][CH:7]=3)=[O:15])=[C:17]2[CH3:30])=[CH:22][CH:23]=1, predict the reactants needed to synthesize it. The reactants are: [CH2:1]([CH:8]1[N:13]([C:14]([C:16]2[CH:20]=[CH:19][N:18]([C:21]3[CH:26]=[CH:25][C:24]([N+:27]([O-])=O)=[CH:23][CH:22]=3)[C:17]=2[CH3:30])=[O:15])[CH2:12][CH2:11][N:10]([C:31]([O:33][C:34]([CH3:37])([CH3:36])[CH3:35])=[O:32])[CH2:9]1)[C:2]1[CH:7]=[CH:6][CH:5]=[CH:4][CH:3]=1. (2) Given the product [Cl:22][C:7]1[C:8]([NH:12][C:13](=[O:21])[CH2:14][CH:15]2[CH2:20][CH2:19][CH2:18][CH2:17][CH2:16]2)=[C:9]2[C:4](=[CH:5][CH:6]=1)[N:3]=[C:2]([N:29]1[CH2:30][CH2:31][CH:26]([C:24]#[N:25])[CH2:27][CH2:28]1)[CH:11]=[CH:10]2, predict the reactants needed to synthesize it. The reactants are: Cl[C:2]1[CH:11]=[CH:10][C:9]2[C:4](=[CH:5][CH:6]=[C:7]([Cl:22])[C:8]=2[NH:12][C:13](=[O:21])[CH2:14][CH:15]2[CH2:20][CH2:19][CH2:18][CH2:17][CH2:16]2)[N:3]=1.Cl.[C:24]([CH:26]1[CH2:31][CH2:30][NH:29][CH2:28][CH2:27]1)#[N:25]. (3) Given the product [Br:12][CH:22]1[CH2:23][CH:18]([NH:17][C:14](=[O:16])[CH3:15])[CH2:19][CH2:20][C:21]1=[O:24], predict the reactants needed to synthesize it. The reactants are: NC1SC2CC(N)CCC=2N=1.[Br:12]Br.[C:14]([NH:17][CH:18]1[CH2:23][CH2:22][C:21](=[O:24])[CH2:20][CH2:19]1)(=[O:16])[CH3:15]. (4) The reactants are: [Cl:1][C:2]1[N:7]=[CH:6][C:5](N)=[CH:4][C:3]=1[CH3:9].[ClH:10].N([O-])=O.[Na+].[S:15](=[O:17])=[O:16]. Given the product [Cl:1][C:2]1[N:7]=[CH:6][C:5]([S:15]([Cl:10])(=[O:17])=[O:16])=[CH:4][C:3]=1[CH3:9], predict the reactants needed to synthesize it. (5) Given the product [Cl:1][C:2]1[C:7]([O:8][CH2:20][O:21][CH3:22])=[CH:6][CH:5]=[CH:4][N:3]=1, predict the reactants needed to synthesize it. The reactants are: [Cl:1][C:2]1[C:7]([OH:8])=[CH:6][CH:5]=[CH:4][N:3]=1.CN(C=O)C.CC([O-])(C)C.[K+].[CH3:20][O:21][CH2:22]Cl.